From a dataset of Reaction yield outcomes from USPTO patents with 853,638 reactions. Predict the reaction yield, written as a fraction of the theoretical maximum amount of product (1.0 means a 100% yield; for example, 0.34 means a 34% yield). (1) The reactants are C[O:2][C:3](=[O:21])[C:4]1[CH:9]=[CH:8][C:7]([O:10]C)=[N:6][C:5]=1[NH:12][C:13]1[CH:18]=[CH:17][C:16]([Br:19])=[CH:15][C:14]=1[F:20].COC(=O)C1C=CC(Cl)=NC=1NC1C=CC(Br)=CC=1F.C[O-].[Na+].CO. The catalyst is C(O)(=O)C. The product is [Br:19][C:16]1[CH:17]=[CH:18][C:13]([NH:12][C:5]2[NH:6][C:7](=[O:10])[CH:8]=[CH:9][C:4]=2[C:3]([OH:21])=[O:2])=[C:14]([F:20])[CH:15]=1. The yield is 0.880. (2) The reactants are [Cl:1][CH2:2][C@H:3]([OH:19])[CH2:4][NH:5][C:6]1[CH:11]=[CH:10][C:9]([N:12]2[CH2:17][CH2:16][O:15][CH2:14][C:13]2=[O:18])=[CH:8][CH:7]=1.[NH3:20].C. No catalyst specified. The product is [ClH:1].[NH2:20][CH2:2][C@@H:3]([OH:19])[CH2:4][NH:5][C:6]1[CH:11]=[CH:10][C:9]([N:12]2[CH2:17][CH2:16][O:15][CH2:14][C:13]2=[O:18])=[CH:8][CH:7]=1. The yield is 0.783. (3) The reactants are [CH:1]1[CH:6]=[CH:5][C:4]([CH2:7][O:8][CH2:9][CH:10]([OH:13])[CH2:11][OH:12])=[CH:3][CH:2]=1.[CH3:14][CH2:15][C:16](=O)[CH2:17][CH3:18].O.C1(C)C=CC(S(O)(=O)=O)=CC=1.C(=O)([O-])O.[Na+]. The catalyst is O1CCCC1. The product is [CH2:7]([O:8][CH2:9][CH:10]1[CH2:11][O:12][C:16]([CH2:17][CH3:18])([CH2:15][CH3:14])[O:13]1)[C:4]1[CH:3]=[CH:2][CH:1]=[CH:6][CH:5]=1. The yield is 0.671. (4) The reactants are Br[C:2]1[N:7]=[C:6]([CH2:8][NH:9][C:10](=[O:16])[O:11][C:12]([CH3:15])([CH3:14])[CH3:13])[CH:5]=[CH:4][CH:3]=1.[CH2:17](B1OC(C)(C)C(C)(C)O1)[CH:18]=[CH2:19].[F-].[Cs+]. The catalyst is C1COCC1.C1C=CC([P]([Pd]([P](C2C=CC=CC=2)(C2C=CC=CC=2)C2C=CC=CC=2)([P](C2C=CC=CC=2)(C2C=CC=CC=2)C2C=CC=CC=2)[P](C2C=CC=CC=2)(C2C=CC=CC=2)C2C=CC=CC=2)(C2C=CC=CC=2)C2C=CC=CC=2)=CC=1. The product is [CH2:19]([C:2]1[N:7]=[C:6]([CH2:8][NH:9][C:10](=[O:16])[O:11][C:12]([CH3:15])([CH3:14])[CH3:13])[CH:5]=[CH:4][CH:3]=1)[CH:18]=[CH2:17]. The yield is 0.790. (5) The reactants are C([O:8][C:9]1[CH:14]=[CH:13][CH:12]=[CH:11][C:10]=1[C:15]1[N:16]=[CH:17][O:18][CH:19]=1)C1C=CC=CC=1. The catalyst is ClCCl.[Pd]. The product is [O:18]1[CH:19]=[C:15]([C:10]2[CH:11]=[CH:12][CH:13]=[CH:14][C:9]=2[OH:8])[N:16]=[CH:17]1. The yield is 0.900. (6) The catalyst is O1CCCC1.O.C(OCC)(=O)C. The reactants are [CH2:1]([C:3]1[N:4]([C:28]2[CH:33]=[CH:32][C:31]([OH:34])=[CH:30][CH:29]=2)[C:5](=[O:27])[C:6]([CH2:12][C:13]2[CH:18]=[CH:17][C:16]([C:19]3[C:20]([C:25]#[N:26])=[CH:21][CH:22]=[CH:23][CH:24]=3)=[CH:15][CH:14]=2)=[C:7]([CH2:9][CH2:10][CH3:11])[N:8]=1)[CH3:2].[CH3:35][C:36]1([OH:43])[CH2:41][CH2:40][CH:39](O)[CH2:38][CH2:37]1.C1(P(C2C=CC=CC=2)C2C=CC=CC=2)C=CC=CC=1.[N:64]([C:65]([O:67]C(C)C)=[O:66])=[N:64][C:65]([O:67]C(C)C)=[O:66]. The yield is 0.190. The product is [CH2:1]([C:3]1[N:4]([C:28]2[CH:33]=[CH:32][C:31]([O:34][CH:39]3[CH2:40][CH2:41][C:36]([OH:43])([CH3:35])[CH2:37][CH2:38]3)=[CH:30][CH:29]=2)[C:5](=[O:27])[C:6]([CH2:12][C:13]2[CH:18]=[CH:17][C:16]([C:19]3[CH:24]=[CH:23][CH:22]=[CH:21][C:20]=3[C:25]3[NH:64][C:65](=[O:66])[O:67][N:26]=3)=[CH:15][CH:14]=2)=[C:7]([CH2:9][CH2:10][CH3:11])[N:8]=1)[CH3:2]. (7) The reactants are [CH3:1][P:2](=[O:19])([CH3:18])[C:3]1[CH:8]=[CH:7][C:6]([N+:9]([O-])=O)=[C:5]([S:12]([CH:15]([CH3:17])[CH3:16])(=[O:14])=[O:13])[CH:4]=1. The catalyst is C(O)C.[Pd]. The product is [CH3:18][P:2]([C:3]1[CH:8]=[CH:7][C:6]([NH2:9])=[C:5]([S:12]([CH:15]([CH3:17])[CH3:16])(=[O:14])=[O:13])[CH:4]=1)([CH3:1])=[O:19]. The yield is 0.500. (8) The reactants are C([Li])CCC.Br[C:7]1[N:8]=[C:9]([N:17]2[CH2:23][CH2:22][CH2:21][N:20]([C:24]([O:26][C:27]([CH3:30])([CH3:29])[CH3:28])=[O:25])[CH2:19][CH2:18]2)[C:10]2[C:15]([CH:16]=1)=[CH:14][CH:13]=[CH:12][CH:11]=2.[F:31][C:32]1[N:43]=[CH:42][CH:41]=[CH:40][C:33]=1[C:34](N(OC)C)=[O:35]. The catalyst is O1CCCC1. The product is [F:31][C:32]1[N:43]=[CH:42][CH:41]=[CH:40][C:33]=1[C:34]([C:7]1[N:8]=[C:9]([N:17]2[CH2:23][CH2:22][CH2:21][N:20]([C:24]([O:26][C:27]([CH3:29])([CH3:28])[CH3:30])=[O:25])[CH2:19][CH2:18]2)[C:10]2[C:15]([CH:16]=1)=[CH:14][CH:13]=[CH:12][CH:11]=2)=[O:35]. The yield is 0.460.